From a dataset of Catalyst prediction with 721,799 reactions and 888 catalyst types from USPTO. Predict which catalyst facilitates the given reaction. (1) Product: [CH3:22][O:21][C:12]1[CH:13]=[C:14]([CH:19]=[CH:20][C:11]=1[O:5][CH2:4][CH2:3][C:2]([F:7])([F:6])[F:1])[C:15]([O:17][CH3:18])=[O:16]. Reactant: [F:1][C:2]([F:7])([F:6])[CH2:3][CH2:4][OH:5].[H-].[Na+].F[C:11]1[CH:20]=[CH:19][C:14]([C:15]([O:17][CH3:18])=[O:16])=[CH:13][C:12]=1[O:21][CH3:22]. The catalyst class is: 225. (2) Reactant: Br[C:2]1[CH:11]=[CH:10][C:9]2[C:4](=[CH:5][CH:6]=[C:7]([Br:12])[CH:8]=2)[CH:3]=1.[C:13]1([C:22]2[CH:27]=[CH:26][CH:25]=[CH:24][CH:23]=2)[C:14](B(O)O)=[CH:15][CH:16]=[CH:17][CH:18]=1.C(=O)([O-])[O-].[Na+].[Na+]. Product: [C:13]1([C:22]2[CH:23]=[CH:24][CH:25]=[CH:26][CH:27]=2)[CH:14]=[CH:15][CH:16]=[CH:17][C:18]=1[C:2]1[CH:11]=[CH:10][C:9]2[C:4](=[CH:5][CH:6]=[C:7]([Br:12])[CH:8]=2)[CH:3]=1. The catalyst class is: 11. (3) Reactant: Br[C:2]1[N:7]=[C:6]([C:8]2[NH:9][C:10]3[C:11]([N:29]=2)=[N:12][C:13]([N:16]2[CH2:21][CH2:20][CH2:19][C@@H:18]([C:22]([N:24]4[CH2:28][CH2:27][CH2:26][CH2:25]4)=[O:23])[CH2:17]2)=[CH:14][CH:15]=3)[CH:5]=[CH:4][CH:3]=1.[CH:30]1([C:33]#[N:34])[CH2:32][CH2:31]1.C[Si]([N-][Si](C)(C)C)(C)C.[Na+]. Product: [N:24]1([C:22]([C@@H:18]2[CH2:19][CH2:20][CH2:21][N:16]([C:13]3[N:12]=[C:11]4[N:29]=[C:8]([C:6]5[N:7]=[C:2]([C:30]6([C:33]#[N:34])[CH2:32][CH2:31]6)[CH:3]=[CH:4][CH:5]=5)[NH:9][C:10]4=[CH:15][CH:14]=3)[CH2:17]2)=[O:23])[CH2:28][CH2:27][CH2:26][CH2:25]1. The catalyst class is: 247. (4) Reactant: [Si:1]([O:8][C@@H:9]1[C@@:28]2([CH3:29])[C:13](=[CH:14][CH:15]=[C:16]3[C@@H:27]2[CH2:26][CH2:25][C@@:24]2([CH3:30])[C@H:17]3[CH2:18][CH:19]=[C:20]2[C@H:21]([OH:23])[CH3:22])[CH2:12][C@@H:11]([O:31][Si:32]([C:35]([CH3:38])([CH3:37])[CH3:36])([CH3:34])[CH3:33])[CH2:10]1)([C:4]([CH3:7])([CH3:6])[CH3:5])([CH3:3])[CH3:2].[H-].[Na+].C1OCCOCCOCCOCCOC1.Br[CH2:57]/[CH:58]=[CH:59]\[C:60]([CH2:71][CH3:72])([O:63][Si:64]([CH2:69][CH3:70])([CH2:67][CH3:68])[CH2:65][CH3:66])[CH2:61][CH3:62]. Product: [Si:1]([O:8][C@@H:9]1[C@@:28]2([CH3:29])[C:13](=[CH:14][CH:15]=[C:16]3[C@@H:27]2[CH2:26][CH2:25][C@@:24]2([CH3:30])[C@H:17]3[CH2:18][CH:19]=[C:20]2[C@H:21]([O:23][CH2:57]/[CH:58]=[CH:59]\[C:60]([CH2:71][CH3:72])([O:63][Si:64]([CH2:69][CH3:70])([CH2:65][CH3:66])[CH2:67][CH3:68])[CH2:61][CH3:62])[CH3:22])[CH2:12][C@@H:11]([O:31][Si:32]([C:35]([CH3:37])([CH3:36])[CH3:38])([CH3:33])[CH3:34])[CH2:10]1)([C:4]([CH3:7])([CH3:6])[CH3:5])([CH3:3])[CH3:2]. The catalyst class is: 7.